From a dataset of Peptide-MHC class I binding affinity with 185,985 pairs from IEDB/IMGT. Regression. Given a peptide amino acid sequence and an MHC pseudo amino acid sequence, predict their binding affinity value. This is MHC class I binding data. (1) The peptide sequence is AQNAISTTF. The MHC is HLA-B39:01 with pseudo-sequence HLA-B39:01. The binding affinity (normalized) is 0.0847. (2) The peptide sequence is QQSTYQLV. The MHC is Mamu-B01 with pseudo-sequence Mamu-B01. The binding affinity (normalized) is 0. (3) The peptide sequence is EPADHLAIM. The MHC is HLA-B57:01 with pseudo-sequence HLA-B57:01. The binding affinity (normalized) is 0.0847. (4) The peptide sequence is KPINLSNSV. The MHC is HLA-B51:01 with pseudo-sequence HLA-B51:01. The binding affinity (normalized) is 0.290. (5) The peptide sequence is VQLQEYDTY. The MHC is HLA-B35:01 with pseudo-sequence HLA-B35:01. The binding affinity (normalized) is 0.450. (6) The peptide sequence is LPQYFTFDL. The MHC is HLA-B46:01 with pseudo-sequence HLA-B46:01. The binding affinity (normalized) is 0.0847. (7) The peptide sequence is RTDPVIDNI. The MHC is HLA-A69:01 with pseudo-sequence HLA-A69:01. The binding affinity (normalized) is 0.0847. (8) The peptide sequence is RSQSPRRRR. The MHC is HLA-A02:02 with pseudo-sequence HLA-A02:02. The binding affinity (normalized) is 0.